The task is: Predict the reaction yield, written as a fraction of the theoretical maximum amount of product (1.0 means a 100% yield; for example, 0.34 means a 34% yield).. This data is from Reaction yield outcomes from USPTO patents with 853,638 reactions. (1) The reactants are [F:1][C:2]1[C:10]([CH3:11])=[CH:9][C:8]([O:12][Si](C(C)C)(C(C)C)C(C)C)=[C:7]([F:23])[C:3]=1C(O)=O.C(Cl)(C(Cl)=O)=O.[N-:30]=[N+]=[N-].[Na+].[OH-].[K+].Cl. The catalyst is C(Cl)Cl.CN(C=O)C.CC(C)=O.O.O1CCOCC1. The product is [NH2:30][C:3]1[C:7]([F:23])=[C:8]([OH:12])[CH:9]=[C:10]([CH3:11])[C:2]=1[F:1]. The yield is 0.870. (2) The reactants are N[C:2]1[CH:9]=[CH:8][C:5]([C:6]#[N:7])=[C:4]([C:10]([F:13])([F:12])[F:11])[C:3]=1[CH3:14].N([O-])=O.[Na+].[BrH:19]. The catalyst is O. The product is [Br:19][C:2]1[CH:9]=[CH:8][C:5]([C:6]#[N:7])=[C:4]([C:10]([F:13])([F:12])[F:11])[C:3]=1[CH3:14]. The yield is 0.600. (3) The reactants are [CH2:1]([O:3][CH:4]([O:17][CH2:18][CH3:19])[C:5]1[O:13][C:12]2[C:11]([C:14]([OH:16])=O)=[CH:10][N:9]=[CH:8][C:7]=2[CH:6]=1)[CH3:2].[CH3:20][O:21][C:22]1[C:23]([NH2:28])=[CH:24][CH:25]=[CH:26][CH:27]=1.F[P-](F)(F)(F)(F)F.N1(O[P+](N(C)C)(N(C)C)N(C)C)C2C=CC=CC=2N=N1.C(N(C(C)C)CC)(C)C. The catalyst is CN(C)C=O.O. The product is [CH2:18]([O:17][CH:4]([O:3][CH2:1][CH3:2])[C:5]1[O:13][C:12]2[C:11]([C:14]([NH:28][C:23]3[CH:24]=[CH:25][CH:26]=[CH:27][C:22]=3[O:21][CH3:20])=[O:16])=[CH:10][N:9]=[CH:8][C:7]=2[CH:6]=1)[CH3:19]. The yield is 0.450. (4) The yield is 0.530. The catalyst is C(#N)C. The product is [C:37]([N:11]([CH2:12][C:13]([CH3:36])=[CH:14][CH2:15][C:16]1[C:17]([OH:29])=[C:18]2[C:22](=[C:23]([CH3:27])[C:24]=1[O:25][CH3:26])[CH2:21][O:20][C:19]2=[O:28])[CH2:10][CH2:9][P:4](=[O:3])([OH:5])[OH:8])(=[O:39])[CH3:38]. The reactants are C([O:3][P:4]([CH2:9][CH2:10][N:11]([C:37](=[O:39])[CH3:38])[CH2:12][C:13]([CH3:36])=[CH:14][CH2:15][C:16]1[C:17]([O:29]CC[Si](C)(C)C)=[C:18]2[C:22](=[C:23]([CH3:27])[C:24]=1[O:25][CH3:26])[CH2:21][O:20][C:19]2=[O:28])(=[O:8])[O:5]CC)C.C[Si](Br)(C)C.N1C(C)=CC=CC=1C. (5) The catalyst is O1CCCC1. The reactants are CC(C)([O-])C.[K+].[C:7](=[O:12])(OC)[O:8][CH3:9].[NH2:13][C:14]1[CH:15]=[N:16][CH:17]=[CH:18][C:19]=1[CH3:20].O. The product is [CH3:20][C:19]1[CH:18]=[CH:17][N:16]=[CH:15][C:14]=1[NH:13][C:7](=[O:12])[O:8][CH3:9]. The yield is 0.880.